Dataset: Full USPTO retrosynthesis dataset with 1.9M reactions from patents (1976-2016). Task: Predict the reactants needed to synthesize the given product. Given the product [Br:1][C:2]1[CH:7]=[CH:6][C:5]([S:8]([NH2:11])(=[O:9])=[O:10])=[C:4]([CH:12]([Br:16])[CH:13]([CH3:15])[CH3:14])[CH:3]=1, predict the reactants needed to synthesize it. The reactants are: [Br:1][C:2]1[CH:7]=[CH:6][C:5]([S:8]([NH2:11])(=[O:10])=[O:9])=[C:4]([CH2:12][CH:13]([CH3:15])[CH3:14])[CH:3]=1.[Br:16]NC(=O)CCC(N)=O.CC(N=NC(C#N)(C)C)(C#N)C.